This data is from Reaction yield outcomes from USPTO patents with 853,638 reactions. The task is: Predict the reaction yield, written as a fraction of the theoretical maximum amount of product (1.0 means a 100% yield; for example, 0.34 means a 34% yield). (1) The product is [N:10]1[CH:15]=[CH:14][CH:13]=[CH:12][C:11]=1[CH2:16][CH2:17][C:18]1[CH:19]=[CH:20][C:21]([CH2:24][CH2:25][N+:26]([O-:28])=[O:27])=[CH:22][CH:23]=1. The reactants are O1CCCC1.CS(C)=O.[N:10]1[CH:15]=[CH:14][CH:13]=[CH:12][C:11]=1[CH2:16][CH2:17][C:18]1[CH:23]=[CH:22][C:21](/[CH:24]=[CH:25]/[N+:26]([O-:28])=[O:27])=[CH:20][CH:19]=1.C(O)(=O)C.[BH4-].[Na+]. The yield is 0.740. The catalyst is O. (2) The reactants are [Si:1]([O:8][CH2:9][CH2:10][O:11][C:12]1[CH:17]=[CH:16][C:15](Br)=[CH:14][CH:13]=1)([C:4]([CH3:7])([CH3:6])[CH3:5])([CH3:3])[CH3:2].[Li]CCCC.[CH3:24][O:25][C:26]([C:28]1[CH2:29][N:30]([C:42]([O:44][C:45]([CH3:48])([CH3:47])[CH3:46])=[O:43])[CH2:31][CH2:32][C:33]=1OS(C(F)(F)F)(=O)=O)=[O:27].[NH4+].[Cl-]. The catalyst is C1COCC1.[Cl-].[Cl-].[Zn+2].C1C=CC([P]([Pd]([P](C2C=CC=CC=2)(C2C=CC=CC=2)C2C=CC=CC=2)([P](C2C=CC=CC=2)(C2C=CC=CC=2)C2C=CC=CC=2)[P](C2C=CC=CC=2)(C2C=CC=CC=2)C2C=CC=CC=2)(C2C=CC=CC=2)C2C=CC=CC=2)=CC=1.CCOC(C)=O. The product is [CH3:24][O:25][C:26]([C:28]1[CH2:29][N:30]([C:42]([O:44][C:45]([CH3:48])([CH3:47])[CH3:46])=[O:43])[CH2:31][CH2:32][C:33]=1[C:15]1[CH:16]=[CH:17][C:12]([O:11][CH2:10][CH2:9][O:8][Si:1]([C:4]([CH3:7])([CH3:6])[CH3:5])([CH3:3])[CH3:2])=[CH:13][CH:14]=1)=[O:27]. The yield is 0.820.